This data is from Reaction yield outcomes from USPTO patents with 853,638 reactions. The task is: Predict the reaction yield, written as a fraction of the theoretical maximum amount of product (1.0 means a 100% yield; for example, 0.34 means a 34% yield). The reactants are [Cl:1][C:2]1[CH:10]=[CH:9][C:8]2[N:7](C(OC(C)(C)C)=O)[C:6]3[C:18](=[O:21])[CH2:19][CH2:20][C:5]=3[C:4]=2[C:3]=1[Cl:22].C(O)(C(F)(F)F)=O. The catalyst is C(Cl)Cl. The product is [Cl:1][C:2]1[CH:10]=[CH:9][C:8]2[NH:7][C:6]3[C:18](=[O:21])[CH2:19][CH2:20][C:5]=3[C:4]=2[C:3]=1[Cl:22]. The yield is 0.890.